From a dataset of NCI-60 drug combinations with 297,098 pairs across 59 cell lines. Regression. Given two drug SMILES strings and cell line genomic features, predict the synergy score measuring deviation from expected non-interaction effect. (1) Drug 1: C1CCC(C1)C(CC#N)N2C=C(C=N2)C3=C4C=CNC4=NC=N3. Drug 2: CC1=C2C(C(=O)C3(C(CC4C(C3C(C(C2(C)C)(CC1OC(=O)C(C(C5=CC=CC=C5)NC(=O)OC(C)(C)C)O)O)OC(=O)C6=CC=CC=C6)(CO4)OC(=O)C)OC)C)OC. Cell line: HCC-2998. Synergy scores: CSS=54.7, Synergy_ZIP=10.5, Synergy_Bliss=10.0, Synergy_Loewe=-29.6, Synergy_HSA=7.75. (2) Drug 1: CC1=C2C(C(=O)C3(C(CC4C(C3C(C(C2(C)C)(CC1OC(=O)C(C(C5=CC=CC=C5)NC(=O)OC(C)(C)C)O)O)OC(=O)C6=CC=CC=C6)(CO4)OC(=O)C)O)C)O. Drug 2: C#CCC(CC1=CN=C2C(=N1)C(=NC(=N2)N)N)C3=CC=C(C=C3)C(=O)NC(CCC(=O)O)C(=O)O. Cell line: SF-268. Synergy scores: CSS=30.0, Synergy_ZIP=-8.85, Synergy_Bliss=-7.52, Synergy_Loewe=-2.10, Synergy_HSA=-0.980. (3) Drug 1: C1=CC(=CC=C1CCCC(=O)O)N(CCCl)CCCl. Drug 2: CCC1=C2CN3C(=CC4=C(C3=O)COC(=O)C4(CC)O)C2=NC5=C1C=C(C=C5)O. Cell line: OVCAR-4. Synergy scores: CSS=6.33, Synergy_ZIP=-1.79, Synergy_Bliss=1.04, Synergy_Loewe=-5.38, Synergy_HSA=-0.157. (4) Drug 1: CC1=CC2C(CCC3(C2CCC3(C(=O)C)OC(=O)C)C)C4(C1=CC(=O)CC4)C. Drug 2: C1=NC2=C(N=C(N=C2N1C3C(C(C(O3)CO)O)F)Cl)N. Cell line: NCI-H322M. Synergy scores: CSS=3.68, Synergy_ZIP=-0.575, Synergy_Bliss=2.19, Synergy_Loewe=-11.4, Synergy_HSA=-1.91. (5) Drug 1: CC1C(C(=O)NC(C(=O)N2CCCC2C(=O)N(CC(=O)N(C(C(=O)O1)C(C)C)C)C)C(C)C)NC(=O)C3=C4C(=C(C=C3)C)OC5=C(C(=O)C(=C(C5=N4)C(=O)NC6C(OC(=O)C(N(C(=O)CN(C(=O)C7CCCN7C(=O)C(NC6=O)C(C)C)C)C)C(C)C)C)N)C. Drug 2: CCN(CC)CCNC(=O)C1=C(NC(=C1C)C=C2C3=C(C=CC(=C3)F)NC2=O)C. Cell line: OVCAR-5. Synergy scores: CSS=1.10, Synergy_ZIP=2.48, Synergy_Bliss=2.59, Synergy_Loewe=-4.31, Synergy_HSA=-3.25.